This data is from Reaction yield outcomes from USPTO patents with 853,638 reactions. The task is: Predict the reaction yield, written as a fraction of the theoretical maximum amount of product (1.0 means a 100% yield; for example, 0.34 means a 34% yield). (1) The reactants are [C:1]([OH:5])(=[O:4])[CH:2]=[O:3].[C:6]([C:8]1[CH:18]=[CH:17][CH:16]=[CH:15][C:9]=1[CH2:10][NH:11][CH2:12][CH2:13]O)#[N:7].O. The catalyst is O1CCCC1. The product is [OH:4][CH:1]1[O:5][CH2:13][CH2:12][N:11]([CH2:10][C:9]2[CH:15]=[CH:16][CH:17]=[CH:18][C:8]=2[C:6]#[N:7])[C:2]1=[O:3]. The yield is 0.758. (2) The reactants are [H-].[Na+].[CH2:3](Br)[CH:4]=[CH2:5].C(C1C=C(Cl)C2C(=CC=CC=2)C=1O)C=C.[CH3:22][C:23]1[CH:28]=[CH:27][C:26]([S:29]([O:32][CH2:33][CH:34]2[CH2:38][C:37]3[CH:39]=[C:40]([Cl:47])[CH:41]=[C:42]([O:43]CC=C)[C:36]=3[O:35]2)(=[O:31])=[O:30])=[CH:25][CH:24]=1.C(OCC=C)C=C.C(OC1C2CCCC=2C=CC=1CC=C)C1C=CC=CC=1. The catalyst is C1(C)C=C(C)C=C(C)C=1. The product is [CH3:22][C:23]1[CH:24]=[CH:25][C:26]([S:29]([O:32][CH2:33][CH:34]2[CH2:38][C:37]3[CH:39]=[C:40]([Cl:47])[C:41]([CH2:5][CH:4]=[CH2:3])=[C:42]([OH:43])[C:36]=3[O:35]2)(=[O:30])=[O:31])=[CH:27][CH:28]=1. The yield is 0.190. (3) The reactants are [NH2:1][C:2]1[CH:7]=[C:6]([Cl:8])[C:5]([Br:9])=[CH:4][C:3]=1[OH:10].[Yb+3].FC(F)(F)S([O-])(=O)=O.FC(F)(F)S([O-])(=O)=O.FC(F)(F)S([O-])(=O)=O.[C:36](OC)(OC)(OC)[CH3:37]. The catalyst is CCO. The product is [Br:9][C:5]1[C:6]([Cl:8])=[CH:7][C:2]2[N:1]=[C:36]([CH3:37])[O:10][C:3]=2[CH:4]=1. The yield is 0.802. (4) The reactants are N([O-])=O.[K+].N[C:6]1[CH:13]=[CH:12][C:9]([C:10]#[N:11])=[C:8]([F:14])[C:7]=1[CH3:15].[BrH:16].[OH-].[Na+]. The catalyst is CS(C)=O.[Cu]Br.O. The product is [Br:16][C:6]1[CH:13]=[CH:12][C:9]([C:10]#[N:11])=[C:8]([F:14])[C:7]=1[CH3:15]. The yield is 0.800. (5) The reactants are [CH3:1][O:2][C:3]1[N:8]=[CH:7][C:6]([CH:9]([NH:13][C:14]2[CH:19]=[CH:18][CH:17]=[CH:16][CH:15]=2)[C:10]([OH:12])=[O:11])=[CH:5][CH:4]=1.[N:20]12[CH2:27][CH2:26][CH:23]([CH2:24][CH2:25]1)[C@@H:22](O)[CH2:21]2.C1C=CC2N(O)N=NC=2C=1.C1CCC(N=C=NC2CCCCC2)CC1. The catalyst is C1COCC1. The product is [CH3:1][O:2][C:3]1[N:8]=[CH:7][C:6]([CH:9]([NH:13][C:14]2[CH:19]=[CH:18][CH:17]=[CH:16][CH:15]=2)[C:10]([O:12][C@@H:22]2[CH:23]3[CH2:26][CH2:27][N:20]([CH2:25][CH2:24]3)[CH2:21]2)=[O:11])=[CH:5][CH:4]=1. The yield is 0.230. (6) The reactants are [NH2:1][C:2]1[N:3]=[CH:4][C:5]2[CH2:6][C:7](=[O:18])[NH:8][C:9]3[CH:16]=[C:15]([Cl:17])[CH:14]=[CH:13][C:10]=3[C:11]=2[N:12]=1.Br[C:20]1[CH:21]=[C:22]([CH2:28][CH2:29][CH2:30][N:31]([CH3:33])[CH3:32])[C:23]([O:26][CH3:27])=[N:24][CH:25]=1.CC(C1C=C(C(C)C)C(C2C=CC=CC=2P(C2CCCCC2)C2CCCCC2)=C(C(C)C)C=1)C. The catalyst is C1C=CC(/C=C/C(/C=C/C2C=CC=CC=2)=O)=CC=1.C1C=CC(/C=C/C(/C=C/C2C=CC=CC=2)=O)=CC=1.C1C=CC(/C=C/C(/C=C/C2C=CC=CC=2)=O)=CC=1.[Pd].[Pd]. The product is [Cl:17][C:15]1[CH:14]=[CH:13][C:10]2[C:11]3[N:12]=[C:2]([NH:1][C:20]4[CH:25]=[N:24][C:23]([O:26][CH3:27])=[C:22]([CH2:28][CH2:29][CH2:30][N:31]([CH3:32])[CH3:33])[CH:21]=4)[N:3]=[CH:4][C:5]=3[CH2:6][C:7](=[O:18])[NH:8][C:9]=2[CH:16]=1. The yield is 0.180. (7) The reactants are CC1(C)CCCC(C)(C)N1.[Li]CCCC.[F:16][C:17]1[CH:25]=[CH:24][C:23]([O:26][CH3:27])=[CH:22][C:18]=1[C:19]([OH:21])=[O:20].[I:28]I.Cl. The catalyst is C1COCC1. The product is [F:16][C:17]1[C:25]([I:28])=[CH:24][C:23]([O:26][CH3:27])=[CH:22][C:18]=1[C:19]([OH:21])=[O:20]. The yield is 0.160.